From a dataset of Catalyst prediction with 721,799 reactions and 888 catalyst types from USPTO. Predict which catalyst facilitates the given reaction. (1) Reactant: [Br:1][C:2]1[CH:3]=[CH:4][C:5]([F:27])=[C:6]([C:8]([NH:20]S(C(C)(C)C)=O)([CH2:18][F:19])[CH2:9][S:10]([C:13]([C:16]#[N:17])([CH3:15])[CH3:14])(=[O:12])=[O:11])[CH:7]=1.Cl. Product: [NH2:17][C:16]1[C:13]([CH3:15])([CH3:14])[S:10](=[O:12])(=[O:11])[CH2:9][C@@:8]([C:6]2[CH:7]=[C:2]([Br:1])[CH:3]=[CH:4][C:5]=2[F:27])([CH2:18][F:19])[N:20]=1.[NH2:17][C:16]1[C:13]([CH3:15])([CH3:14])[S:10](=[O:12])(=[O:11])[CH2:9][C@:8]([C:6]2[CH:7]=[C:2]([Br:1])[CH:3]=[CH:4][C:5]=2[F:27])([CH2:18][F:19])[N:20]=1. The catalyst class is: 12. (2) Reactant: [Cl:1][C:2]1[CH:3]=[C:4]([C:8]2[C:9]3[N:10]([C:26]([CH2:29][CH3:30])=[CH:27][CH:28]=3)[N:11]=[C:12]([C:20]3[CH:25]=[CH:24][CH:23]=[CH:22][CH:21]=3)[C:13]=2[CH2:14][CH2:15][CH2:16][CH2:17][CH2:18]O)[CH:5]=[CH:6][CH:7]=1.[CH2:31]([N:33](CC)CC)C.CS(Cl)(=O)=O. Product: [Cl:1][C:2]1[CH:3]=[C:4]([C:8]2[C:9]3[N:10]([C:26]([CH2:29][CH3:30])=[CH:27][CH:28]=3)[N:11]=[C:12]([C:20]3[CH:25]=[CH:24][CH:23]=[CH:22][CH:21]=3)[C:13]=2[CH2:14][CH2:15][CH2:16][CH2:17][CH2:18][C:31]#[N:33])[CH:5]=[CH:6][CH:7]=1. The catalyst class is: 4. (3) Reactant: [Br:1][C:2]1[CH:3]=[N:4][NH:5][CH:6]=1.[H-].[Na+].[C:9]([O:13][C:14]([N:16]1[CH2:21][CH2:20][CH2:19][C@H:18](OS(C)(=O)=O)[CH2:17]1)=[O:15])([CH3:12])([CH3:11])[CH3:10]. Product: [Br:1][C:2]1[CH:3]=[N:4][N:5]([C@@H:20]2[CH2:19][CH2:18][CH2:17][N:16]([C:14]([O:13][C:9]([CH3:12])([CH3:11])[CH3:10])=[O:15])[CH2:21]2)[CH:6]=1. The catalyst class is: 3.